Predict the reactants needed to synthesize the given product. From a dataset of Full USPTO retrosynthesis dataset with 1.9M reactions from patents (1976-2016). (1) The reactants are: FC(F)(F)S(O[C:7]1[C:28]2[C:23](=[CH:24][CH:25]=[CH:26][CH:27]=2)[C:10]2([CH2:15][CH2:14][N:13]([C:16]([O:18][C:19]([CH3:22])([CH3:21])[CH3:20])=[O:17])[CH2:12][CH2:11]2)[CH2:9][CH:8]=1)(=O)=O.[C-:31]#[N:32].[Na+]. Given the product [C:31]([C:7]1[C:28]2[C:23](=[CH:24][CH:25]=[CH:26][CH:27]=2)[C:10]2([CH2:11][CH2:12][N:13]([C:16]([O:18][C:19]([CH3:22])([CH3:21])[CH3:20])=[O:17])[CH2:14][CH2:15]2)[CH2:9][CH:8]=1)#[N:32], predict the reactants needed to synthesize it. (2) The reactants are: [Cl:1][C:2]1[CH:7]=[CH:6][C:5]([OH:8])=[C:4]([F:9])[CH:3]=1.CC(C)([O-])C.[K+].[F:16][C:17]1[CH:18]=[C:19]([CH:22]=[CH:23][C:24]=1F)[C:20]#[N:21].O. Given the product [Cl:1][C:2]1[CH:7]=[CH:6][C:5]([O:8][C:24]2[CH:23]=[CH:22][C:19]([C:20]#[N:21])=[CH:18][C:17]=2[F:16])=[C:4]([F:9])[CH:3]=1, predict the reactants needed to synthesize it. (3) Given the product [F:1][C:2]1[C:3]([C:21]2[CH:26]=[C:25]([F:27])[CH:24]=[CH:23][C:22]=2[O:28][CH3:29])=[C:4]2[CH:10]=[C:9]([C:11]3[CH2:16][CH2:15][N:14]([CH2:17][C:18]([N:70]4[CH2:75][CH2:74][CH:73]([OH:76])[CH2:72][CH2:71]4)=[O:19])[CH2:13][CH:12]=3)[NH:8][C:5]2=[N:6][CH:7]=1, predict the reactants needed to synthesize it. The reactants are: [F:1][C:2]1[C:3]([C:21]2[CH:26]=[C:25]([F:27])[CH:24]=[CH:23][C:22]=2[O:28][CH3:29])=[C:4]2[CH:10]=[C:9]([C:11]3[CH2:16][CH2:15][N:14]([CH2:17][C:18](O)=[O:19])[CH2:13][CH:12]=3)[NH:8][C:5]2=[N:6][CH:7]=1.F[P-](F)(F)(F)(F)F.N1(O[P+](N2CCCC2)(N2CCCC2)N2CCCC2)C2C=CC=CC=2N=N1.C(N(CC)CC)C.[NH:70]1[CH2:75][CH2:74][CH:73]([OH:76])[CH2:72][CH2:71]1.Cl. (4) Given the product [NH:3]1[CH2:4][CH2:5][N:1]=[C:2]1[CH2:6][CH:7]([C:17]1[CH:22]=[CH:21][CH:20]=[CH:19][N:18]=1)[C:8]1[C:16]2[O:15][CH2:14][CH2:13][C:12]=2[CH:11]=[C:10]([I:23])[CH:9]=1, predict the reactants needed to synthesize it. The reactants are: [NH:1]1[CH2:5][CH2:4][N:3]=[C:2]1[CH2:6][CH:7]([C:17]1[CH:22]=[CH:21][CH:20]=[CH:19][N:18]=1)[C:8]1[C:16]2[O:15][CH2:14][CH2:13][C:12]=2[CH:11]=[CH:10][CH:9]=1.[I:23]Cl. (5) Given the product [CH3:17][O:18][C:19]([C@H:21]1[CH2:26][C@H:25]([NH:27][C:8]2[N:7]=[C:6]([C:5]3[S:1][C:2]4[CH:16]=[CH:15][CH:14]=[CH:13][C:3]=4[CH:4]=3)[CH:11]=[CH:10][N:9]=2)[CH2:24][CH2:23][NH:22]1)=[O:20], predict the reactants needed to synthesize it. The reactants are: [S:1]1[C:5]([C:6]2[CH:11]=[CH:10][N:9]=[C:8](Cl)[N:7]=2)=[CH:4][C:3]2[CH:13]=[CH:14][CH:15]=[CH:16][C:2]1=2.[CH3:17][O:18][C:19]([C@H:21]1[CH2:26][C@H:25]([NH2:27])[CH2:24][CH2:23][N:22]1C(OC(C)(C)C)=O)=[O:20]. (6) Given the product [NH2:1][C:2]1[CH:7]=[C:6]([O:8][CH3:9])[N:5]=[CH:4][C:3]=1[CH:10]=[O:11], predict the reactants needed to synthesize it. The reactants are: [NH2:1][C:2]1[CH:7]=[C:6]([O:8][CH3:9])[N:5]=[CH:4][C:3]=1[CH2:10][OH:11]. (7) The reactants are: Br[C:2]1[C:3]([CH3:13])=[C:4]([CH:9]=[C:10]([Cl:12])[CH:11]=1)[C:5]([O:7][CH3:8])=[O:6].C(N(CC)C(C)C)(C)C.CC1(C)C2C(=C(P(C3C=CC=CC=3)C3C=CC=CC=3)C=CC=2)OC2C(P(C3C=CC=CC=3)C3C=CC=CC=3)=CC=CC1=2.[CH2:65]1[CH2:70][CH2:69][CH:68]([SH:71])[CH2:67][CH2:66]1. Given the product [Cl:12][C:10]1[CH:11]=[C:2]([S:71][CH:68]2[CH2:69][CH2:70][CH2:65][CH2:66][CH2:67]2)[C:3]([CH3:13])=[C:4]([CH:9]=1)[C:5]([O:7][CH3:8])=[O:6], predict the reactants needed to synthesize it.